This data is from Catalyst prediction with 721,799 reactions and 888 catalyst types from USPTO. The task is: Predict which catalyst facilitates the given reaction. Reactant: F[C:2]1[N:7]2[CH:8]=[C:9]([CH2:11][N:12]3[C@H:25]4[C@H:16]([CH2:17][CH2:18][C:19]5[C:24]4=[N:23][CH:22]=[CH:21][CH:20]=5)[CH2:15][CH2:14][CH2:13]3)[N:10]=[C:6]2[CH:5]=[CH:4][CH:3]=1.[CH2:26]1[NH:31][CH2:30][CH2:29][N:28]2[CH2:32][CH2:33][CH2:34][C@@H:27]12. Product: [CH2:26]1[N:31]([C:2]2[N:7]3[CH:8]=[C:9]([CH2:11][N:12]4[C@H:25]5[C@H:16]([CH2:17][CH2:18][C:19]6[C:24]5=[N:23][CH:22]=[CH:21][CH:20]=6)[CH2:15][CH2:14][CH2:13]4)[N:10]=[C:6]3[CH:5]=[CH:4][CH:3]=2)[CH2:30][CH2:29][N:28]2[CH2:32][CH2:33][CH2:34][C@@H:27]12. The catalyst class is: 4.